Task: Predict the reaction yield, written as a fraction of the theoretical maximum amount of product (1.0 means a 100% yield; for example, 0.34 means a 34% yield).. Dataset: Reaction yield outcomes from USPTO patents with 853,638 reactions (1) The catalyst is ClCCl.C(=O)(O)[O-].[Na+]. The product is [F:1][C:2]1[CH:3]=[CH:4][C:5]([CH:8]2[CH2:9][CH2:10][CH:11]([CH2:13][O:14][CH:16]3[CH2:17][CH2:18][CH2:19][CH2:20][O:15]3)[O:12]2)=[CH:6][N:7]=1. The yield is 0.600. The reactants are [F:1][C:2]1[N:7]=[CH:6][C:5]([CH:8]2[O:12][CH:11]([CH2:13][OH:14])[CH2:10][CH2:9]2)=[CH:4][CH:3]=1.[O:15]1[CH:20]=[CH:19][CH2:18][CH2:17][CH2:16]1.C1(C)C=CC(S(O)(=O)=O)=CC=1. (2) The reactants are [NH2:1][CH:2]1[CH2:7][CH2:6][N:5]([CH2:8][C:9]2[CH:14]=[CH:13][CH:12]=[CH:11][CH:10]=2)[CH2:4][CH2:3]1.C([O-])([O-])=O.[K+].[K+].Br[CH2:22][CH2:23][O:24][CH2:25][CH2:26]Br. The catalyst is CN(C=O)C. The product is [CH2:8]([N:5]1[CH2:6][CH2:7][CH:2]([N:1]2[CH2:26][CH2:25][O:24][CH2:23][CH2:22]2)[CH2:3][CH2:4]1)[C:9]1[CH:14]=[CH:13][CH:12]=[CH:11][CH:10]=1. The yield is 0.870. (3) The reactants are [F:1][C:2]1[CH:9]=CC(C=O)=[CH:4][N:3]=1.C[Mg][Br:12].CS(Cl)(=O)=O.[CH2:18]1[CH2:22]O[CH2:20][CH2:19]1. No catalyst specified. The product is [Br:12][CH:19]([C:18]1[CH:22]=[CH:9][C:2]([F:1])=[N:3][CH:4]=1)[CH3:20]. The yield is 1.00. (4) The reactants are [Cl:1][C:2]1[CH:7]=[C:6]([Cl:8])[CH:5]=[CH:4][C:3]=1[C:9]1[N:10]([C:24]2[CH:29]=[CH:28][C:27]([OH:30])=[CH:26][CH:25]=2)[C:11]([CH3:23])=[C:12]([C:14]([NH:16][N:17]2[CH2:22][CH2:21][CH2:20][CH2:19][CH2:18]2)=[O:15])[N:13]=1.C(N(CC)CC)C.[CH3:38][CH:39]([CH3:46])[CH2:40][CH2:41][S:42](Cl)(=[O:44])=[O:43].O. The catalyst is ClCCl. The product is [CH3:38][CH:39]([CH3:46])[CH2:40][CH2:41][S:42]([O:30][C:27]1[CH:26]=[CH:25][C:24]([N:10]2[C:11]([CH3:23])=[C:12]([C:14]([NH:16][N:17]3[CH2:22][CH2:21][CH2:20][CH2:19][CH2:18]3)=[O:15])[N:13]=[C:9]2[C:3]2[CH:4]=[CH:5][C:6]([Cl:8])=[CH:7][C:2]=2[Cl:1])=[CH:29][CH:28]=1)(=[O:44])=[O:43]. The yield is 0.710.